Dataset: Full USPTO retrosynthesis dataset with 1.9M reactions from patents (1976-2016). Task: Predict the reactants needed to synthesize the given product. (1) Given the product [Br:1][C:2]1[CH:7]=[N:6][C:5]2[C:8]3[C:9]([C:10]([O:12][CH3:13])=[O:11])=[CH:14][CH:15]=[CH:16][C:17]=3[NH:18][C:4]=2[CH:3]=1, predict the reactants needed to synthesize it. The reactants are: [Br:1][C:2]1[CH:3]=[C:4]([N+:18]([O-])=O)[C:5]([C:8]2[CH:17]=[CH:16][CH:15]=[CH:14][C:9]=2[C:10]([O:12][CH3:13])=[O:11])=[N:6][CH:7]=1.C1(P(C2C=CC=CC=2)CCCP(C2C=CC=CC=2)C2C=CC=CC=2)C=CC=CC=1. (2) Given the product [CH3:17][O:16][C:7]1[CH:6]=[C:5]2[C:10]([N:11]=[C:2]([N:21]3[CH2:22][CH2:24][CH2:27][C@@H:25]3[CH3:26])[C:3](=[O:18])[NH:4]2)=[CH:9][C:8]=1[C:12]([O:14][CH3:15])=[O:13], predict the reactants needed to synthesize it. The reactants are: Cl[C:2]1[C:3](=[O:18])[NH:4][C:5]2[C:10]([N:11]=1)=[CH:9][C:8]([C:12]([O:14][CH3:15])=[O:13])=[C:7]([O:16][CH3:17])[CH:6]=2.CC[N:21]([CH:25]([CH3:27])[CH3:26])[CH:22]([CH3:24])C.Cl.CN1CCCC1. (3) Given the product [Cl:19][C:20]1[CH:21]=[C:22]([NH:23][CH2:2][C:3]2([OH:1])[CH2:8][CH2:7][N:6]([C:9]([O:11][CH2:12][C:13]3[CH:18]=[CH:17][CH:16]=[CH:15][CH:14]=3)=[O:10])[CH2:5][CH2:4]2)[CH:24]=[CH:25][C:26]=1[Cl:27], predict the reactants needed to synthesize it. The reactants are: [O:1]1[C:3]2([CH2:8][CH2:7][N:6]([C:9]([O:11][CH2:12][C:13]3[CH:18]=[CH:17][CH:16]=[CH:15][CH:14]=3)=[O:10])[CH2:5][CH2:4]2)[CH2:2]1.[Cl:19][C:20]1[CH:21]=[C:22]([CH:24]=[CH:25][C:26]=1[Cl:27])[NH2:23]. (4) Given the product [F:24][C:25]1[CH:39]=[CH:38][CH:37]=[C:36]([F:40])[C:26]=1[CH2:27][O:28][C:29]1[CH:30]=[C:31]([N:32]2[C:7](=[O:9])[C:3]3[NH:4][CH:5]=[CH:6][C:2]=3[NH:1][C:13]2=[O:15])[CH:33]=[CH:34][CH:35]=1, predict the reactants needed to synthesize it. The reactants are: [NH2:1][C:2]1[CH:6]=[CH:5][NH:4][C:3]=1[C:7]([O:9]CC)=O.Cl[C:13](Cl)([O:15]C(=O)OC(Cl)(Cl)Cl)Cl.[F:24][C:25]1[CH:39]=[CH:38][CH:37]=[C:36]([F:40])[C:26]=1[CH2:27][O:28][C:29]1[CH:30]=[C:31]([CH:33]=[CH:34][CH:35]=1)[NH2:32].Cl. (5) Given the product [Cl:20][C:21]1[CH:27]=[CH:26][C:25]([CH3:28])=[CH:24][C:22]=1[NH:23][C:2]1[N:7]2[N:8]=[CH:9][C:10]([C:11]([O:13][CH2:14][CH3:15])=[O:12])=[C:6]2[N:5]=[CH:4][C:3]=1[C:16]([O:18][CH3:19])=[O:17], predict the reactants needed to synthesize it. The reactants are: Cl[C:2]1[N:7]2[N:8]=[CH:9][C:10]([C:11]([O:13][CH2:14][CH3:15])=[O:12])=[C:6]2[N:5]=[CH:4][C:3]=1[C:16]([O:18][CH3:19])=[O:17].[Cl:20][C:21]1[CH:27]=[CH:26][C:25]([CH3:28])=[CH:24][C:22]=1[NH2:23]. (6) The reactants are: C([O:4][C@H:5]1[CH2:10][CH2:9][C@H:8]([C:11]([N:13]2[CH2:18][CH2:17][C@@H:16]([N:19]([C:21]([C:23]3[CH:28]=[CH:27][C:26]([Cl:29])=[CH:25][CH:24]=3)=[O:22])[CH3:20])[C@H:15]([C:30]3[CH:35]=[CH:34][C:33]([Cl:36])=[C:32]([Cl:37])[CH:31]=3)[CH2:14]2)=[O:12])[CH2:7][CH2:6]1)(=O)C.C(=O)([O-])[O-].[Na+].[Na+].O. Given the product [Cl:29][C:26]1[CH:27]=[CH:28][C:23]([C:21]([N:19]([C@@H:16]2[CH2:17][CH2:18][N:13]([C:11]([CH:8]3[CH2:9][CH2:10][CH:5]([OH:4])[CH2:6][CH2:7]3)=[O:12])[CH2:14][C@H:15]2[C:30]2[CH:35]=[CH:34][C:33]([Cl:36])=[C:32]([Cl:37])[CH:31]=2)[CH3:20])=[O:22])=[CH:24][CH:25]=1, predict the reactants needed to synthesize it. (7) Given the product [C:1]1([O:11][CH2:16][CH2:17][OH:18])[C:10]2[C:5](=[CH:6][CH:7]=[CH:8][CH:9]=2)[CH:4]=[CH:3][CH:2]=1, predict the reactants needed to synthesize it. The reactants are: [C:1]1([OH:11])[C:10]2[C:5](=[CH:6][CH:7]=[CH:8][CH:9]=2)[CH:4]=[CH:3][CH:2]=1.[OH-].[Na+].O.Cl[CH2:16][CH2:17][OH:18]. (8) Given the product [Cl:68][C:61]1[CH:60]=[N:57][CH:58]=[C:70]([Cl:69])[C:27]=1[C:13]1[N:12]([CH2:11][C:8]2[CH:9]=[CH:10][C:5]([C:2]([CH3:1])([CH3:3])[CH3:4])=[CH:6][CH:7]=2)[C:17](=[O:18])[C:16]([C:19]([NH:21][CH2:22][C:23]([OH:25])=[O:24])=[O:20])=[C:15]([OH:26])[N:14]=1, predict the reactants needed to synthesize it. The reactants are: [CH3:1][C:2]([C:5]1[CH:10]=[CH:9][C:8]([CH2:11][N:12]2[C:17](=[O:18])[C:16]([C:19]([NH:21][CH2:22][C:23]([OH:25])=[O:24])=[O:20])=[C:15]([OH:26])[N:14]=[C:13]2[CH3:27])=[CH:7][CH:6]=1)([CH3:4])[CH3:3].CC(C1C=CC(CN2C(=O)C=C(O)N=C2C)=CC=1)(C)C.CCN(C(C)C)C(C)C.[N:57]([CH2:60][C:61](OCC)=O)=[C:58]=O.[OH-].[Na+].[ClH:68].[Cl:69][CH2:70]Cl. (9) Given the product [Cl:8][C:9]1[CH:10]=[C:11]([CH:15]=[CH:16][C:17]=1[F:18])[C:12]([NH:19][CH:20]1[CH2:21][CH2:22][N:23]([C:26]([O:28][C:29]([CH3:32])([CH3:31])[CH3:30])=[O:27])[CH2:24][CH2:25]1)=[O:13], predict the reactants needed to synthesize it. The reactants are: CCN(CC)CC.[Cl:8][C:9]1[CH:10]=[C:11]([CH:15]=[CH:16][C:17]=1[F:18])[C:12](Cl)=[O:13].[NH2:19][CH:20]1[CH2:25][CH2:24][N:23]([C:26]([O:28][C:29]([CH3:32])([CH3:31])[CH3:30])=[O:27])[CH2:22][CH2:21]1.C([O-])(O)=O.[Na+]. (10) Given the product [Br:17][C:18]1[C:19]([NH:34][C:35](=[O:42])[C:36]2[CH:37]=[CH:38][CH:39]=[CH:40][CH:41]=2)=[N:20][C:21]([NH:25][C:26]2[CH:31]=[CH:30][C:29]([C:32]#[N:33])=[CH:28][CH:27]=2)=[N:22][C:23]=1[O:15][C:14]1[C:13]([CH3:16])=[CH:12][C:9]([C:10]#[N:11])=[CH:8][C:7]=1[CH3:6], predict the reactants needed to synthesize it. The reactants are: CN(C)C=O.[CH3:6][C:7]1[CH:8]=[C:9]([CH:12]=[C:13]([CH3:16])[C:14]=1[OH:15])[C:10]#[N:11].[Br:17][C:18]1[C:19]([NH:34][C:35](=[O:42])[C:36]2[CH:41]=[CH:40][CH:39]=[CH:38][CH:37]=2)=[N:20][C:21]([NH:25][C:26]2[CH:31]=[CH:30][C:29]([C:32]#[N:33])=[CH:28][CH:27]=2)=[N:22][C:23]=1Cl.